Dataset: Forward reaction prediction with 1.9M reactions from USPTO patents (1976-2016). Task: Predict the product of the given reaction. (1) The product is: [NH2:1][C:2]1[N:7]=[C:6]([C:8]2[CH:16]=[CH:15][C:11]3[O:12][CH2:13][O:14][C:10]=3[CH:9]=2)[C:5]([C:17]#[N:18])=[C:4]([O:29][C:23]2[CH:28]=[CH:27][CH:26]=[CH:25][CH:24]=2)[N:3]=1. Given the reactants [NH2:1][C:2]1[N:7]=[C:6]([C:8]2[CH:16]=[CH:15][C:11]3[O:12][CH2:13][O:14][C:10]=3[CH:9]=2)[C:5]([C:17]#[N:18])=[C:4](S(C)(=O)=O)[N:3]=1.[C:23]1([OH:29])[CH:28]=[CH:27][CH:26]=[CH:25][CH:24]=1.C1CCN2C(=NCCC2)CC1, predict the reaction product. (2) Given the reactants [NH:1]1[CH2:6][CH2:5][C:4]2([O:11][C:10]3[C:12]4[C:17]([C:18](=[O:21])[C:19](=[O:20])[C:9]=3[S:8][CH2:7]2)=[CH:16][CH:15]=[CH:14][CH:13]=4)[CH2:3][CH2:2]1.[C:22](Cl)(=[O:24])[CH3:23].C(N(CC)CC)C, predict the reaction product. The product is: [C:22]([N:1]1[CH2:2][CH2:3][C:4]2([O:11][C:10]3[C:12]4[C:17]([C:18](=[O:21])[C:19](=[O:20])[C:9]=3[S:8][CH2:7]2)=[CH:16][CH:15]=[CH:14][CH:13]=4)[CH2:5][CH2:6]1)(=[O:24])[CH3:23].